Dataset: Peptide-MHC class I binding affinity with 185,985 pairs from IEDB/IMGT. Task: Regression. Given a peptide amino acid sequence and an MHC pseudo amino acid sequence, predict their binding affinity value. This is MHC class I binding data. (1) The peptide sequence is RELYYRLKF. The MHC is HLA-B08:01 with pseudo-sequence HLA-B08:01. The binding affinity (normalized) is 0.0847. (2) The peptide sequence is TLVPQEHYV. The MHC is HLA-A03:01 with pseudo-sequence HLA-A03:01. The binding affinity (normalized) is 0.0323. (3) The peptide sequence is IHDFVDKTL. The MHC is HLA-A68:02 with pseudo-sequence HLA-A68:02. The binding affinity (normalized) is 0.0847. (4) The peptide sequence is YPLTFGWCY. The MHC is HLA-A30:01 with pseudo-sequence HLA-A30:01. The binding affinity (normalized) is 0. (5) The peptide sequence is ETVWPFFYA. The MHC is HLA-B15:42 with pseudo-sequence HLA-B15:42. The binding affinity (normalized) is 0.213. (6) The peptide sequence is TYLQSLASL. The MHC is HLA-B58:01 with pseudo-sequence HLA-B58:01. The binding affinity (normalized) is 0.213. (7) The peptide sequence is ETFGFEIQSY. The MHC is HLA-B35:01 with pseudo-sequence HLA-B35:01. The binding affinity (normalized) is 0.410. (8) The peptide sequence is ATVGIMIGV. The MHC is HLA-A02:01 with pseudo-sequence HLA-A02:01. The binding affinity (normalized) is 0.670. (9) The peptide sequence is LTPQQRNGYT. The MHC is Mamu-A01 with pseudo-sequence Mamu-A01. The binding affinity (normalized) is 0.434.